From a dataset of Reaction yield outcomes from USPTO patents with 853,638 reactions. Predict the reaction yield, written as a fraction of the theoretical maximum amount of product (1.0 means a 100% yield; for example, 0.34 means a 34% yield). (1) The reactants are C([O:3][C:4]([C:6]1[CH:7]=[N:8][C:9]2[C:14]([C:15]=1[N:16]1[CH2:21][CH2:20][N:19]([C:22]([O:24][C:25]([CH3:28])([CH3:27])[CH3:26])=[O:23])[CH2:18][CH2:17]1)=[CH:13][C:12]([Cl:29])=[C:11]([Br:30])[C:10]=2[F:31])=[O:5])C.O[Li].O.Cl. The catalyst is CCO.O. The product is [C:25]([O:24][C:22]([N:19]1[CH2:20][CH2:21][N:16]([C:15]2[C:14]3[C:9](=[C:10]([F:31])[C:11]([Br:30])=[C:12]([Cl:29])[CH:13]=3)[N:8]=[CH:7][C:6]=2[C:4]([OH:5])=[O:3])[CH2:17][CH2:18]1)=[O:23])([CH3:28])([CH3:26])[CH3:27]. The yield is 1.00. (2) The reactants are [NH:1]1[C:9]2[CH:8]=[CH:7][CH:6]=[C:5]([CH:10]=O)[C:4]=2[CH:3]=[CH:2]1.O.[BH4-].[Na+].C[NH2:16]. The catalyst is CO. The product is [NH2:16][CH2:10][C:5]1[CH:6]=[CH:7][CH:8]=[C:9]2[C:4]=1[CH:3]=[CH:2][NH:1]2. The yield is 0.880. (3) The reactants are [N:1]1[C:9]([NH2:10])=[C:8]2[C:4]([NH:5][CH:6]=[N:7]2)=[N:3][CH:2]=1.[H-].[Na+].Br[CH2:14][C:15]1[N:16]([C:27]2[CH:32]=[CH:31][CH:30]=[CH:29][C:28]=2[CH3:33])[C:17](=[O:26])[C:18]2[C:23]([CH:24]=1)=[CH:22][CH:21]=[CH:20][C:19]=2[CH3:25]. The catalyst is CN(C=O)C. The product is [NH2:10][C:9]1[N:1]=[CH:2][N:3]=[C:4]2[C:8]=1[N:7]=[CH:6][N:5]2[CH2:14][C:15]1[N:16]([C:27]2[CH:32]=[CH:31][CH:30]=[CH:29][C:28]=2[CH3:33])[C:17](=[O:26])[C:18]2[C:23]([CH:24]=1)=[CH:22][CH:21]=[CH:20][C:19]=2[CH3:25]. The yield is 0.700. (4) The reactants are [Cl:1][C:2]1[C:3]([N:9]2[CH2:14][CH2:13][O:12][CH2:11][CH2:10]2)=[CH:4][C:5]([NH2:8])=[N:6][CH:7]=1.Br[N:16]1[CH:21]=[CH:20][N:19]=[C:18]([C:22]#[N:23])[CH2:17]1.[Na].[O-]CCCC.C1C=CC(P(C2C(C3C(P(C4C=CC=CC=4)C4C=CC=CC=4)=CC=C4C=3C=CC=C4)=C3C(C=CC=C3)=CC=2)C2C=CC=CC=2)=CC=1. The catalyst is C1(C)C=CC=CC=1.CC([O-])=O.CC([O-])=O.[Pd+2].CN(C=O)C. The product is [Cl:1][C:2]1[C:3]([N:9]2[CH2:14][CH2:13][O:12][CH2:11][CH2:10]2)=[CH:4][C:5]([NH:8][C:21]2[N:16]=[CH:17][C:18]([C:22]#[N:23])=[N:19][CH:20]=2)=[N:6][CH:7]=1. The yield is 0.200. (5) The reactants are [C:1]([C:5]1[CH:6]=[C:7]([N+:15]([O-:17])=[O:16])[C:8]([O:13][CH3:14])=[C:9]([CH:12]=1)[CH:10]=[O:11])([CH3:4])([CH3:3])[CH3:2].[BH4-].[Na+].[Cl-].[NH4+]. The catalyst is CO. The product is [C:1]([C:5]1[CH:6]=[C:7]([N+:15]([O-:17])=[O:16])[C:8]([O:13][CH3:14])=[C:9]([CH2:10][OH:11])[CH:12]=1)([CH3:4])([CH3:2])[CH3:3]. The yield is 0.960. (6) The catalyst is CN(C)C=O.O1CCCC1. The reactants are [Cl:1][C:2]1[CH:10]=[C:9]2[C:5](/[C:6](=[CH:12]/[C:13]3[CH:18]=[CH:17][CH:16]=[C:15]([Cl:19])[CH:14]=3)/[C:7](=[O:11])[NH:8]2)=[CH:4][CH:3]=1.[H-].[Na+].[CH3:22][Si:23]([CH3:30])([CH3:29])[CH2:24][CH2:25][O:26][CH2:27]Cl. The yield is 0.900. The product is [Cl:1][C:2]1[CH:10]=[C:9]2[C:5](/[C:6](=[CH:12]/[C:13]3[CH:18]=[CH:17][CH:16]=[C:15]([Cl:19])[CH:14]=3)/[C:7](=[O:11])[N:8]2[CH2:27][O:26][CH2:25][CH2:24][Si:23]([CH3:30])([CH3:29])[CH3:22])=[CH:4][CH:3]=1. (7) The reactants are C[O:2][C:3]([C:5]1[CH2:6][N:7]([C:18]([O:20][C:21]([CH3:24])([CH3:23])[CH3:22])=[O:19])[CH2:8][CH2:9][C:10]=1[C:11]1[CH:16]=[CH:15][C:14]([F:17])=[CH:13][CH:12]=1)=[O:4].[OH-].[Na+]. The catalyst is O1CCOCC1. The product is [C:21]([O:20][C:18]([N:7]1[CH2:8][CH2:9][C:10]([C:11]2[CH:12]=[CH:13][C:14]([F:17])=[CH:15][CH:16]=2)=[C:5]([C:3]([OH:4])=[O:2])[CH2:6]1)=[O:19])([CH3:24])([CH3:22])[CH3:23]. The yield is 0.780.